Predict the product of the given reaction. From a dataset of Forward reaction prediction with 1.9M reactions from USPTO patents (1976-2016). Given the reactants [CH3:1][O:2][C:3]1[CH:4]=[C:5]2[C:9](=[CH:10][CH:11]=1)[NH:8][C:7]([C:12]([O:14][CH2:15][CH3:16])=[O:13])=[C:6]2[CH2:17][CH2:18][N+:19]([O-])=O.[C:22](OC(=O)C)(=[O:24])[CH3:23].[H][H], predict the reaction product. The product is: [C:22]([NH:19][CH2:18][CH2:17][C:6]1[C:5]2[C:9](=[CH:10][CH:11]=[C:3]([O:2][CH3:1])[CH:4]=2)[NH:8][C:7]=1[C:12]([O:14][CH2:15][CH3:16])=[O:13])(=[O:24])[CH3:23].